Task: Predict the reaction yield, written as a fraction of the theoretical maximum amount of product (1.0 means a 100% yield; for example, 0.34 means a 34% yield).. Dataset: Reaction yield outcomes from USPTO patents with 853,638 reactions (1) The reactants are [CH3:1][NH:2][CH2:3][CH2:4][CH:5]([O:12][C:13]1[CH:14]=[CH:15][C:16]([C:19]([F:22])([F:21])[F:20])=[CH:17][CH:18]=1)[C:6]1[CH:7]=[CH:8][CH:9]=[CH:10][CH:11]=1.[ClH:23].[C:24]([OH:31])(=[O:30])[CH2:25][CH2:26][C:27]([OH:29])=[O:28]. The catalyst is C(#N)C. The yield is 0.920. The product is [CH3:1][NH:2][CH2:3][CH2:4][CH:5]([O:12][C:13]1[CH:18]=[CH:17][C:16]([C:19]([F:20])([F:22])[F:21])=[CH:15][CH:14]=1)[C:6]1[CH:7]=[CH:8][CH:9]=[CH:10][CH:11]=1.[ClH:23].[C:24]([OH:31])(=[O:30])[CH2:25][CH2:26][C:27]([OH:29])=[O:28]. (2) The reactants are [Cl:1][C:2]1[CH:11]=[CH:10][C:9]2[CH2:8][CH2:7][CH2:6][CH:5]([OH:12])[C:4]=2[N:3]=1.ClC1C=CC=C(C(OO)=[O:21])C=1. The catalyst is ClCCl. The product is [Cl:1][C:2]1[CH:11]=[CH:10][C:9]2[CH2:8][CH2:7][CH2:6][CH:5]([OH:12])[C:4]=2[N+:3]=1[O-:21]. The yield is 0.980. (3) The reactants are C(O)(C(F)(F)F)=O.C(OC([N:15](C(OC(C)(C)C)=O)[C:16]1[C:17]([C:34]2[O:38][N:37]=[C:36]([C:39]3[CH:44]=[CH:43][C:42]([CH2:45][N:46](C)[C:47](=O)OC(C)(C)C)=[CH:41][C:40]=3[CH3:55])[CH:35]=2)=[N:18][C:19]([C:22]2[CH:27]=[CH:26][C:25]([S:28]([CH:31]([CH3:33])[CH3:32])(=[O:30])=[O:29])=[CH:24][CH:23]=2)=[CH:20][N:21]=1)=O)(C)(C)C. The catalyst is ClCCl. The product is [CH:31]([S:28]([C:25]1[CH:24]=[CH:23][C:22]([C:19]2[N:18]=[C:17]([C:34]3[O:38][N:37]=[C:36]([C:39]4[CH:44]=[CH:43][C:42]([CH2:45][NH:46][CH3:47])=[CH:41][C:40]=4[CH3:55])[CH:35]=3)[C:16]([NH2:15])=[N:21][CH:20]=2)=[CH:27][CH:26]=1)(=[O:29])=[O:30])([CH3:33])[CH3:32]. The yield is 0.690. (4) The reactants are C([O:3][C:4]([C:6]1[S:7][C:8]([CH:11]([S:15][C:16]2[CH:21]=[C:20]([CH3:22])[C:19]([C:23]3[CH:28]=[CH:27][C:26]([C:29]([F:32])([F:31])[F:30])=[CH:25][CH:24]=3)=[C:18]([CH3:33])[CH:17]=2)[CH:12]([CH3:14])[CH3:13])=[CH:9][CH:10]=1)=[O:5])C.[OH-].[Li+].Cl. The catalyst is C1COCC1. The product is [CH3:33][C:18]1[CH:17]=[C:16]([S:15][CH:11]([C:8]2[S:7][C:6]([C:4]([OH:5])=[O:3])=[CH:10][CH:9]=2)[CH:12]([CH3:14])[CH3:13])[CH:21]=[C:20]([CH3:22])[C:19]=1[C:23]1[CH:24]=[CH:25][C:26]([C:29]([F:32])([F:30])[F:31])=[CH:27][CH:28]=1. The yield is 0.960. (5) The reactants are [Si:1](Cl)([C:4]([CH3:7])([CH3:6])[CH3:5])([CH3:3])[CH3:2].[NH:9]1[C:19]2[C:14](=[CH:15][CH:16]=[CH:17][CH:18]=2)[C:12](=[O:13])[C:10]1=[O:11].C(N(CC)CC)C. The catalyst is ClCCl.CN(C)C1C=CN=CC=1. The product is [Si:1]([N:9]1[C:19]2[C:14](=[CH:15][CH:16]=[CH:17][CH:18]=2)[C:12](=[O:13])[C:10]1=[O:11])([C:4]([CH3:7])([CH3:6])[CH3:5])([CH3:3])[CH3:2]. The yield is 0.670.